This data is from Catalyst prediction with 721,799 reactions and 888 catalyst types from USPTO. The task is: Predict which catalyst facilitates the given reaction. (1) Reactant: [C:1]([C:4]1[CH:9]=[CH:8][C:7]([NH:10][C:11]([C@@H:13]2[NH:27][C@@H:26]([CH2:28][C:29]([CH3:32])([CH3:31])[CH3:30])[C@:15]3([C:19]4[CH:20]=[N:21][C:22]([Cl:24])=[CH:23][C:18]=4[NH:17][C:16]3=[O:25])[C@H:14]2[C:33]2[CH:38]=[CH:37][CH:36]=[C:35]([Cl:39])[C:34]=2[F:40])=[O:12])=[C:6]([O:41][CH3:42])[CH:5]=1)(=[O:3])[NH2:2].[C:43]([OH:46])(=O)[CH3:44].[CH:47](=O)[CH2:48][CH3:49].[OH-].[Na+].Cl[CH2:54]Cl. Product: [Cl:24][C:22]1[N:21]=[CH:20][C:19]2[C@:15]3([C@H:26]([CH2:28][C:29]([CH3:32])([CH3:31])[CH3:30])[N:27]4[C@H:47]([CH2:48][CH3:49])[N:10]([C:7]5[CH:8]=[CH:9][C:4]([C:1]([NH2:2])=[O:3])=[CH:5][C:6]=5[O:41][CH3:42])[C:11](=[O:12])[C@H:13]4[C@@H:14]3[C:33]3[CH:38]=[CH:37][CH:36]=[C:35]([Cl:39])[C:34]=3[F:40])[C:16](=[O:25])[N:17]([CH:43]([OH:46])[CH2:44][CH3:54])[C:18]=2[CH:23]=1. The catalyst class is: 6. (2) Reactant: [CH3:1][C:2]1[CH:7]=[CH:6][C:5]([N+:8]([O-])=O)=[CH:4][C:3]=1[N:11]1[CH2:15][CH2:14][CH2:13][CH2:12]1. Product: [CH3:1][C:2]1[CH:7]=[CH:6][C:5]([NH2:8])=[CH:4][C:3]=1[N:11]1[CH2:15][CH2:14][CH2:13][CH2:12]1. The catalyst class is: 19. (3) Reactant: CC(OI1(OC(C)=O)(OC(C)=O)OC(=O)C2C=CC=CC1=2)=O.[S:23]1[CH:27]=[C:26]([C:28]2[CH:33]=[CH:32][C:31]([CH:34]([OH:36])[CH3:35])=[CH:30][CH:29]=2)[N:25]=[N:24]1.C(=O)(O)[O-].[Na+]. Product: [S:23]1[CH:27]=[C:26]([C:28]2[CH:29]=[CH:30][C:31]([C:34](=[O:36])[CH3:35])=[CH:32][CH:33]=2)[N:25]=[N:24]1. The catalyst class is: 2. (4) Reactant: [CH2:1]([O:3][C:4](=[O:16])[CH2:5][N:6]1[C:14]2[C:9](=[CH:10][C:11]([OH:15])=[CH:12][CH:13]=2)[CH:8]=[CH:7]1)[CH3:2].[CH3:17][C:18]1[O:22][C:21]([C:23]2[CH:28]=[CH:27][C:26]([C:29]([F:32])([F:31])[F:30])=[CH:25][CH:24]=2)=[N:20][C:19]=1[CH2:33][CH2:34]OS(C1C=CC(C)=CC=1)(=O)=O.C(=O)([O-])[O-].[Cs+].[Cs+]. Product: [CH2:1]([O:3][C:4](=[O:16])[CH2:5][N:6]1[C:14]2[C:9](=[CH:10][C:11]([O:15][CH2:34][CH2:33][C:19]3[N:20]=[C:21]([C:23]4[CH:28]=[CH:27][C:26]([C:29]([F:32])([F:30])[F:31])=[CH:25][CH:24]=4)[O:22][C:18]=3[CH3:17])=[CH:12][CH:13]=2)[CH:8]=[CH:7]1)[CH3:2]. The catalyst class is: 10. (5) Reactant: [CH3:1][N:2]1[CH:6]=[C:5]([S:7](=[O:16])(=[O:15])[NH:8][C@@H:9]([CH3:14])[C:10]([F:13])([F:12])[F:11])[CH:4]=[C:3]1[C:17]([O:19]C)=[O:18].[OH-].[Li+].CO. Product: [CH3:1][N:2]1[CH:6]=[C:5]([S:7](=[O:15])(=[O:16])[NH:8][C@@H:9]([CH3:14])[C:10]([F:13])([F:11])[F:12])[CH:4]=[C:3]1[C:17]([OH:19])=[O:18]. The catalyst class is: 30. (6) Reactant: C(OC(=O)[NH:7][CH:8]([CH2:26][C:27]1[CH:32]=[CH:31][C:30]([Cl:33])=[CH:29][CH:28]=1)[C:9](=[O:25])[N:10]1[CH2:15][CH2:14][N:13]([C:16]2[C:17]3[S:24][CH:23]=[CH:22][C:18]=3[N:19]=[CH:20][N:21]=2)[CH2:12][CH2:11]1)(C)(C)C.[ClH:35]. Product: [ClH:33].[ClH:35].[NH2:7][CH:8]([CH2:26][C:27]1[CH:32]=[CH:31][C:30]([Cl:33])=[CH:29][CH:28]=1)[C:9]([N:10]1[CH2:15][CH2:14][N:13]([C:16]2[C:17]3[S:24][CH:23]=[CH:22][C:18]=3[N:19]=[CH:20][N:21]=2)[CH2:12][CH2:11]1)=[O:25]. The catalyst class is: 135. (7) Reactant: C(OC([N:8]1[CH2:13][CH2:12][CH:11]([NH:14][C:15](=[O:45])[C:16]2[CH:21]=[C:20]([F:22])[C:19]([NH:23][C:24]3[N:25]=[CH:26][C:27]4[N:33]([CH3:34])[C:32](=[O:35])[C:31]([F:37])([F:36])[CH2:30][N:29]([CH:38]5[CH2:42][CH2:41][CH2:40][CH2:39]5)[C:28]=4[N:43]=3)=[CH:18][C:17]=2[F:44])[CH2:10][CH2:9]1)=O)(C)(C)C.FC(F)(F)C(O)=O. Product: [CH:38]1([N:29]2[CH2:30][C:31]([F:37])([F:36])[C:32](=[O:35])[N:33]([CH3:34])[C:27]3[CH:26]=[N:25][C:24]([NH:23][C:19]4[C:20]([F:22])=[CH:21][C:16]([C:15]([NH:14][CH:11]5[CH2:12][CH2:13][NH:8][CH2:9][CH2:10]5)=[O:45])=[C:17]([F:44])[CH:18]=4)=[N:43][C:28]2=3)[CH2:39][CH2:40][CH2:41][CH2:42]1. The catalyst class is: 4. (8) Reactant: [C:1]([C:3]1[CH:4]=[C:5]([CH:8]=[CH:9][CH:10]=1)[C:6]#[N:7])#[CH:2].CCN(CC)CC.CN(C=O)C.[C:23]([C:25]1[C:26]([N:31]2[CH2:36][CH2:35][N:34]3[C@@H:37]([C:41](Cl)=[N:42][OH:43])[CH2:38][CH2:39][CH2:40][C@H:33]3[CH2:32]2)=[N:27][CH:28]=[CH:29][N:30]=1)#[N:24]. Product: [C:6]([C:5]1[CH:4]=[C:3]([C:1]2[O:43][N:42]=[C:41]([C@@H:37]3[N:34]4[CH2:35][CH2:36][N:31]([C:26]5[C:25]([C:23]#[N:24])=[N:30][CH:29]=[CH:28][N:27]=5)[CH2:32][C@@H:33]4[CH2:40][CH2:39][CH2:38]3)[CH:2]=2)[CH:10]=[CH:9][CH:8]=1)#[N:7]. The catalyst class is: 2.